Regression. Given two drug SMILES strings and cell line genomic features, predict the synergy score measuring deviation from expected non-interaction effect. From a dataset of NCI-60 drug combinations with 297,098 pairs across 59 cell lines. (1) Drug 1: CC(CN1CC(=O)NC(=O)C1)N2CC(=O)NC(=O)C2. Drug 2: C1=CC=C(C=C1)NC(=O)CCCCCCC(=O)NO. Cell line: HCC-2998. Synergy scores: CSS=5.92, Synergy_ZIP=-3.80, Synergy_Bliss=-4.55, Synergy_Loewe=-30.1, Synergy_HSA=-3.96. (2) Drug 1: COC1=CC(=CC(=C1O)OC)C2C3C(COC3=O)C(C4=CC5=C(C=C24)OCO5)OC6C(C(C7C(O6)COC(O7)C8=CC=CS8)O)O. Cell line: MOLT-4. Drug 2: C1C(C(OC1N2C=C(C(=O)NC2=O)F)CO)O. Synergy scores: CSS=95.9, Synergy_ZIP=4.37, Synergy_Bliss=4.19, Synergy_Loewe=1.92, Synergy_HSA=8.05. (3) Drug 1: C1=CC(=CC=C1C#N)C(C2=CC=C(C=C2)C#N)N3C=NC=N3. Drug 2: C1C(C(OC1N2C=C(C(=O)NC2=O)F)CO)O. Cell line: RXF 393. Synergy scores: CSS=-2.19, Synergy_ZIP=-0.849, Synergy_Bliss=-2.38, Synergy_Loewe=-5.91, Synergy_HSA=-4.63. (4) Drug 1: CC1CCC2CC(C(=CC=CC=CC(CC(C(=O)C(C(C(=CC(C(=O)CC(OC(=O)C3CCCCN3C(=O)C(=O)C1(O2)O)C(C)CC4CCC(C(C4)OC)O)C)C)O)OC)C)C)C)OC. Drug 2: CC(C)NC(=O)C1=CC=C(C=C1)CNNC.Cl. Cell line: NCI-H460. Synergy scores: CSS=7.01, Synergy_ZIP=-0.478, Synergy_Bliss=1.99, Synergy_Loewe=1.16, Synergy_HSA=2.15.